This data is from Experimentally validated miRNA-target interactions with 360,000+ pairs, plus equal number of negative samples. The task is: Binary Classification. Given a miRNA mature sequence and a target amino acid sequence, predict their likelihood of interaction. (1) The miRNA is hsa-miR-181a-5p with sequence AACAUUCAACGCUGUCGGUGAGU. The protein sequence of the target gene is MEAPEGGGGGPAARGPEGQPAPEARVHFRVARFIMEAGVKLGMRSIPIATACTIYHKFFCETNLDAYDPYLIAMSSIYLAGKVEEQHLRTRDIINVSNRYFNPSGEPLELDSRFWELRDSIVQCELLMLRVLRFQVSFQHPHKYLLHYLVSLQNWLNRHSWQRTPVAVTAWALLRDSYHGALCLRFQAQHIAVAVLYLALQVYGVEVPAEVEAEKPWWQVFNDDLTKPIIDNIVSDLIQIYTMDTEIP. Result: 1 (interaction). (2) The miRNA is ssc-miR-361-3p with sequence CCCCCAGGUGUGAUUCUGAUUUGC. The protein sequence of the target gene is MALVLGSLLLLGLCGNSFSGGQPSSTDAPKAWNYELPATNYETQDSHKAGPIGILFELVHIFLYVVQPRDFPEDTLRKFLQKAYESKIDYDKPETVILGLKIVYYEAGIILCCVLGLLFIILMPLVGYFFCMCRCCNKCGGEMHQRQKENGPFLRKCFAISLLVICIIISIGIFYGFVANHQVRTRIKRSRKLADSNFKDLRTLLNETPEQIKYILAQYNTTKDKAFTDLNSINSVLGGGILDRLRPNIIPVLDEIKSMATAIKETKEALENMNSTLKSLHQQSTQLSSSLTSVKTSLRS.... Result: 0 (no interaction). (3) The miRNA is mmu-miR-133a-3p with sequence UUUGGUCCCCUUCAACCAGCUG. The protein sequence of the target gene is MYQDYPGNFDTSSRGSSGSPAHAESYSSGGGGQQKFRVDMPGSGSAFIPTINAITTSQDLQWMVQPTVITSMSNPYPRSHPYSPLPGLASVPGHMALPRPGVIKTIGTTVGRRRRDEQLSPEEEEKRRIRRERNKLAAAKCRNRRRELTEKLQAETEELEEEKSGLQKEIAELQKEKEKLEFMLVAHGPVCKISPEERRSPPAPGLQPMRSGGGSVGAVVVKQEPLEEDSPSSSSAGLDKAQRSVIKPISIAGGFYGEEPLHTPIVVTSTPAVTPGTSNLVFTYPSVLEQESPASPSESC.... Result: 0 (no interaction). (4) The miRNA is hsa-miR-1262 with sequence AUGGGUGAAUUUGUAGAAGGAU. The protein sequence of the target gene is MEDKRNIQIIEWEHLDKKKFYVFGVAMTMMIRVSVYPFTLIRTRLQVQKGKSLYHGTFDAFIKILRADGITGLYRGFLVNTFTLISGQCYVTTYELTRKFVADYSQSNTVKSLVAGGSASLVAQSITVPIDVVSQHLMMQRKGEKMGRFQVRGNPEGQGVVAFGQTKDIIRQILQADGLRGFYRGYVASLLTYIPNSAVWWPFYHFYAEQLSYLCPKECPHIVFQAVSGPLAAATASILTNPMDVIRTRVQVEGKNSIILTFRQLMAEEGPWGLMKGLSARIISATPSTIVIVVGYESLK.... Result: 1 (interaction). (5) The miRNA is mmu-miR-210-5p with sequence AGCCACUGCCCACCGCACACUG. The protein sequence of the target gene is MGDWMTVTDPVLCTENKNLSQYTSETKMSPSSLYSQQVLCSSVPLSKNVHGVFGVFCTGENIEQSISYLDQELTTFGFPSLYEESKSKEAKRELNIVAVLNCMNELLVLQRKNLLAQESVETQNLKLGSDMDHLQSCYAKLKEQLETSRREMIGLQERDRQLQCKNRSLHQLLKNEKDEVQKLQNIIASRATQYNHDVKRKEREYNKLKERLHQLVMNKKDKNIAMDVLNYVGRADGKRGSWRTDKTEARNEDEMYKILLNDYEYRQKQILMENAELKKVLQQMKKEMISLLSPQKKKPR.... Result: 0 (no interaction). (6) The miRNA is hsa-miR-301a-3p with sequence CAGUGCAAUAGUAUUGUCAAAGC. The protein sequence of the target gene is MATLACRVQFLDDTDPFNSTNFPEPSRPPLFTFREDLALGTQLAGVHRLLQAPHKLDDCTLQLSHNGAYLDLEATLAEQRDELEGFQDDAGRGKKHSIILRTQLSVRVHACIEKLYNSSGRDLRRALFSLKQIFQDDKDLVHEFVVAEGLTCLIKVGAEADQNYQNYILRALGQIMLYVDGMNGVINRNETIQWLYTLIGSKFRLVVKTALKLLLVFVEYSESNAPLLIQAVTAVDTKRGVKPWSNIMEILEEKDGVDTELLVYAMTLVNKTLSGLPDQDTFYDVVDCLEELGIAAVSQR.... Result: 0 (no interaction).